From a dataset of Catalyst prediction with 721,799 reactions and 888 catalyst types from USPTO. Predict which catalyst facilitates the given reaction. (1) Reactant: [H-].[Na+].[NH:3]1[C:7]2=[N:8][CH:9]=[CH:10][CH:11]=[C:6]2[CH:5]=[CH:4]1.Cl[C:13]1[CH:22]=[CH:21][C:20]2[C:15](=[CH:16][CH:17]=[CH:18][CH:19]=2)[N:14]=1. Product: [N:14]1[C:15]2[C:20](=[CH:19][CH:18]=[CH:17][CH:16]=2)[CH:21]=[CH:22][C:13]=1[N:3]1[C:7]2=[N:8][CH:9]=[CH:10][CH:11]=[C:6]2[CH:5]=[CH:4]1. The catalyst class is: 9. (2) Reactant: [CH3:1][O:2][C:3](=[O:16])[C:4]1[CH:9]=[C:8]([CH2:10][CH2:11][CH3:12])[C:7]([OH:13])=[C:6]([O:14][CH3:15])[CH:5]=1.N1C(C)=CC=CC=1C.[F:25][C:26]([F:39])([F:38])[S:27](O[S:27]([C:26]([F:39])([F:38])[F:25])(=[O:29])=[O:28])(=[O:29])=[O:28].Cl. Product: [CH3:1][O:2][C:3](=[O:16])[C:4]1[CH:9]=[C:8]([CH2:10][CH2:11][CH3:12])[C:7]([O:13][S:27]([C:26]([F:39])([F:38])[F:25])(=[O:29])=[O:28])=[C:6]([O:14][CH3:15])[CH:5]=1. The catalyst class is: 2. (3) Reactant: CO[C:3](=[O:23])[C:4]1[CH:9]=[C:8]([Cl:10])[C:7]([Cl:11])=[CH:6][C:5]=1[NH:12][C:13](=[O:22])[CH:14]([C:16]1[CH:21]=[CH:20][CH:19]=[CH:18][CH:17]=1)[CH3:15].[Li+].C[Si]([N-][Si](C)(C)C)(C)C. Product: [Cl:10][C:8]1[CH:9]=[C:4]2[C:5](=[CH:6][C:7]=1[Cl:11])[NH:12][C:13](=[O:22])[C:14]([CH3:15])([C:16]1[CH:17]=[CH:18][CH:19]=[CH:20][CH:21]=1)[C:3]2=[O:23]. The catalyst class is: 25. (4) The catalyst class is: 4. Reactant: [Cl:1][C:2]1[CH:7]=[C:6]([Cl:8])[CH:5]=[CH:4][C:3]=1[S:9]([NH:12][CH2:13][C@H:14]1[O:18][C:17]([CH3:20])([CH3:19])[O:16][C@@H:15]1[CH2:21][NH:22]C(=O)OC(C)(C)C)(=[O:11])=[O:10].C(O)(C(F)(F)F)=O. Product: [NH2:22][CH2:21][C@H:15]1[O:16][C:17]([CH3:20])([CH3:19])[O:18][C@@H:14]1[CH2:13][NH:12][S:9]([C:3]1[CH:4]=[CH:5][C:6]([Cl:8])=[CH:7][C:2]=1[Cl:1])(=[O:10])=[O:11]. (5) Reactant: [OH:1][CH:2]1[CH2:7][C@@H:6]([C:8]2[CH:13]=[CH:12][CH:11]=[CH:10][CH:9]=2)[O:5][C@@H:4]([C:14]2[CH:23]=[CH:22][C:17]([C:18]([O:20][CH3:21])=[O:19])=[CH:16][CH:15]=2)[CH2:3]1.[Cr](Cl)([O-])(=O)=O.[NH+]1C=CC=CC=1. The catalyst class is: 2. Product: [O:1]=[C:2]1[CH2:7][C@@H:6]([C:8]2[CH:9]=[CH:10][CH:11]=[CH:12][CH:13]=2)[O:5][C@@H:4]([C:14]2[CH:15]=[CH:16][C:17]([C:18]([O:20][CH3:21])=[O:19])=[CH:22][CH:23]=2)[CH2:3]1. (6) Reactant: [F:1][CH:2]([F:12])[O:3][C:4]1[CH:9]=[CH:8][C:7](I)=[CH:6][C:5]=1[CH3:11].[C:13]([C:15]1[CH:20]=[CH:19][CH:18]=[CH:17][CH:16]=1)#[CH:14].C(N(CC)CC)C. Product: [F:1][CH:2]([F:12])[O:3][C:4]1[CH:9]=[CH:8][C:7]([C:14]#[C:13][C:15]2[CH:20]=[CH:19][CH:18]=[CH:17][CH:16]=2)=[CH:6][C:5]=1[CH3:11]. The catalyst class is: 538.